The task is: Predict which catalyst facilitates the given reaction.. This data is from Catalyst prediction with 721,799 reactions and 888 catalyst types from USPTO. (1) Reactant: [CH2:1]([Zn:3][CH2:4][CH3:5])[CH3:2].[CH2:6]1[CH2:10][O:9][CH2:8][CH2:7]1.C1(C)C=CC=CC=1.C1COCC1.C1(C)C=CC=CC=1.O=O. Product: [CH2:1]([Zn:3][CH2:4][CH3:5])[CH3:2].[CH2:6]1[CH2:10][O:9][CH2:8][CH2:7]1. The catalyst class is: 6. (2) Reactant: C(Cl)(=O)C(Cl)=O.CS(C)=O.[F:11][C:12]([F:41])([F:40])[C:13]1[CH:14]=[C:15]([C@H:23]([O:25][C@H:26]2[CH2:30][CH2:29][C@@H:28]([CH2:31][OH:32])[C@@H:27]2[C:33]2[CH:38]=[CH:37][C:36]([F:39])=[CH:35][CH:34]=2)[CH3:24])[CH:16]=[C:17]([C:19]([F:22])([F:21])[F:20])[CH:18]=1.CCN(C(C)C)C(C)C. Product: [F:22][C:19]([F:20])([F:21])[C:17]1[CH:16]=[C:15]([C@H:23]([O:25][C@H:26]2[CH2:30][CH2:29][C@@H:28]([CH:31]=[O:32])[C@@H:27]2[C:33]2[CH:34]=[CH:35][C:36]([F:39])=[CH:37][CH:38]=2)[CH3:24])[CH:14]=[C:13]([C:12]([F:41])([F:11])[F:40])[CH:18]=1. The catalyst class is: 2. (3) Reactant: [C:1]([O:5][C:6]([N:8]1[CH:12]([C:13]([OH:15])=O)[CH2:11][S:10][CH2:9]1)=[O:7])([CH3:4])([CH3:3])[CH3:2].C(P1(=O)OP(CCC)(=O)OP(CCC)(=O)O1)CC.[CH:34]1([NH2:44])[C:43]2[C:38](=[CH:39][CH:40]=[CH:41][CH:42]=2)[CH2:37][CH2:36][CH2:35]1.CN1CCOCC1. Product: [C:1]([O:5][C:6]([N:8]1[CH:12]([C:13](=[O:15])[NH:44][CH:34]2[C:43]3[C:38](=[CH:39][CH:40]=[CH:41][CH:42]=3)[CH2:37][CH2:36][CH2:35]2)[CH2:11][S:10][CH2:9]1)=[O:7])([CH3:2])([CH3:3])[CH3:4]. The catalyst class is: 13. (4) Reactant: P([O-])([O-])([O-])=O.[K+].[K+].[K+].Br[C:10]1[CH:11]=[C:12]2[C:17]([NH:18][C@@H:19]([C:21]3([F:24])[CH2:23][CH2:22]3)[CH3:20])=[C:16]([C:25]([NH2:27])=[O:26])[CH:15]=[N:14][N:13]2[CH:28]=1.[C:29]1(B(O)O)[CH:34]=[CH:33][CH:32]=[CH:31][CH:30]=1.CC(C1C=C(C(C)C)C(C2C=CC=CC=2P(C2CCCCC2)C2CCCCC2)=C(C(C)C)C=1)C. Product: [F:24][C:21]1([C@H:19]([NH:18][C:17]2[C:12]3[N:13]([CH:28]=[C:10]([C:29]4[CH:34]=[CH:33][CH:32]=[CH:31][CH:30]=4)[CH:11]=3)[N:14]=[CH:15][C:16]=2[C:25]([NH2:27])=[O:26])[CH3:20])[CH2:23][CH2:22]1. The catalyst class is: 160. (5) Reactant: [C:1](Cl)(=[O:4])[CH:2]=[CH2:3].[Cl:6][C:7]1[C:8]([C:30]2[C:38]3[C:33](=[CH:34][CH:35]=[CH:36][CH:37]=3)[NH:32][CH:31]=2)=[N:9][C:10]([NH:13][C:14]2[CH:15]=[C:16]([NH2:29])[C:17]([N:22]([CH2:24][CH2:25][N:26]([CH3:28])[CH3:27])[CH3:23])=[CH:18][C:19]=2[O:20][CH3:21])=[N:11][CH:12]=1.CCN(C(C)C)C(C)C. Product: [Cl:6][C:7]1[C:8]([C:30]2[C:38]3[C:33](=[CH:34][CH:35]=[CH:36][CH:37]=3)[NH:32][CH:31]=2)=[N:9][C:10]([NH:13][C:14]2[C:19]([O:20][CH3:21])=[CH:18][C:17]([N:22]([CH2:24][CH2:25][N:26]([CH3:28])[CH3:27])[CH3:23])=[C:16]([NH:29][C:1](=[O:4])[CH:2]=[CH2:3])[CH:15]=2)=[N:11][CH:12]=1. The catalyst class is: 2. (6) Reactant: [F:1][C:2]1[C:7]([C:8]([OH:10])=[O:9])=[CH:6][C:5]([Si:11]([CH3:14])([CH3:13])[CH3:12])=[C:4]([F:15])[N:3]=1.[CH3:16][Si](C=[N+]=[N-])(C)C. Product: [F:1][C:2]1[C:7]([C:8]([OH:10])=[O:9])=[CH:6][C:5]([Si:11]([CH3:13])([CH3:12])[CH3:14])=[C:4]([F:15])[N:3]=1.[F:1][C:2]1[N:3]=[C:4]([F:15])[C:5]([Si:11]([CH3:12])([CH3:14])[CH3:13])=[CH:6][C:7]=1[C:8]([O:10][CH3:16])=[O:9]. The catalyst class is: 61.